From a dataset of Forward reaction prediction with 1.9M reactions from USPTO patents (1976-2016). Predict the product of the given reaction. (1) Given the reactants [OH-:1].[K+].C(OC1C=CC(N[C:14]([N:16]2[CH2:21][CH2:20][CH:19]([C:22]3[C:31]4[C:26](=[CH:27][C:28](Cl)=[CH:29][CH:30]=4)[N:25]=[CH:24][N:23]=3)[CH2:18][CH2:17]2)=[O:15])=CC=1)(C)C.[CH3:33][OH:34], predict the reaction product. The product is: [C:19]([O:1][C:14]([N:16]1[CH2:17][CH2:18][CH:19]([C:22]2[C:31]3[C:26](=[CH:27][C:28]([O:34][CH3:33])=[CH:29][CH:30]=3)[N:25]=[CH:24][N:23]=2)[CH2:20][CH2:21]1)=[O:15])([CH3:22])([CH3:20])[CH3:18]. (2) Given the reactants C(O[C:6]([N:8](C(OC(C)(C)C)=O)[C:9](=[O:38])[C:10]1[CH:15]=[C:14]([N:16]2[CH2:20][CH2:19][CH2:18][C:17]2=[O:21])[CH:13]=[CH:12][C:11]=1[C:22]([N:24]1[CH2:29][CH2:28][N:27]([C:30]2[C:35]([CH3:36])=[CH:34][C:33]([CH3:37])=[CH:32][N:31]=2)[CH2:26][CH2:25]1)=[O:23])=O)(C)(C)C.[CH3:46][O:47][CH2:48][CH2:49]NC, predict the reaction product. The product is: [CH3:36][C:35]1[C:30]([N:27]2[CH2:28][CH2:29][N:24]([C:22]([C:11]3[CH:12]=[CH:13][C:14]([N:16]4[CH2:20][CH2:19][CH2:18][C:17]4=[O:21])=[CH:15][C:10]=3[C:9]([N:8]([CH2:49][CH2:48][O:47][CH3:46])[CH3:6])=[O:38])=[O:23])[CH2:25][CH2:26]2)=[N:31][CH:32]=[C:33]([CH3:37])[CH:34]=1. (3) Given the reactants C(OC([N:8]1[CH2:13][C:12]([C:14]2[O:18][N:17]=[C:16]([C:19]3[CH:24]=[CH:23][C:22]([F:25])=[CH:21][CH:20]=3)[N:15]=2)=[CH:11][CH2:10][CH2:9]1)=O)(C)(C)C.[Cl:26]CCl, predict the reaction product. The product is: [ClH:26].[F:25][C:22]1[CH:23]=[CH:24][C:19]([C:16]2[N:15]=[C:14]([C:12]3[CH2:13][NH:8][CH2:9][CH2:10][CH:11]=3)[O:18][N:17]=2)=[CH:20][CH:21]=1. (4) The product is: [N:1]1([S:11]([C:14]2[CH:15]=[C:16]([N:20]3[C:25](=[O:26])[C:24]4=[C:27]([CH:30]=[N:34][OH:35])[S:28][CH:29]=[C:23]4[NH:22][C:21]3=[O:32])[CH:17]=[CH:18][CH:19]=2)(=[O:12])=[O:13])[C:10]2[C:5](=[CH:6][CH:7]=[CH:8][CH:9]=2)[CH2:4][CH2:3][CH2:2]1. Given the reactants [N:1]1([S:11]([C:14]2[CH:15]=[C:16]([N:20]3[C:25](=[O:26])[C:24]4=[C:27]([CH:30]=O)[S:28][CH:29]=[C:23]4[NH:22][C:21]3=[O:32])[CH:17]=[CH:18][CH:19]=2)(=[O:13])=[O:12])[C:10]2[C:5](=[CH:6][CH:7]=[CH:8][CH:9]=2)[CH2:4][CH2:3][CH2:2]1.Cl.[NH2:34][OH:35], predict the reaction product. (5) Given the reactants [F:1][C:2]1[CH:3]=[C:4]([C:10]2[N:19]=[C:18]([C:20]([OH:22])=O)[C:17]3[C:12](=[CH:13][CH:14]=[C:15]([O:23][CH3:24])[CH:16]=3)[N:11]=2)[CH:5]=[CH:6][C:7]=1[O:8][CH3:9].Cl.Cl.[NH2:27][CH:28]([CH2:31][C:32]1[C:36]2=[N:37][CH:38]=[CH:39][CH:40]=[C:35]2[NH:34][CH:33]=1)[CH2:29][OH:30].C1C=CC2N(O)N=NC=2C=1.CCN=C=NCCCN(C)C, predict the reaction product. The product is: [OH:30][CH2:29][CH:28]([NH:27][C:20]([C:18]1[C:17]2[C:12](=[CH:13][CH:14]=[C:15]([O:23][CH3:24])[CH:16]=2)[N:11]=[C:10]([C:4]2[CH:5]=[CH:6][C:7]([O:8][CH3:9])=[C:2]([F:1])[CH:3]=2)[N:19]=1)=[O:22])[CH2:31][C:32]1[C:36]2=[N:37][CH:38]=[CH:39][CH:40]=[C:35]2[NH:34][CH:33]=1. (6) Given the reactants [NH2:1][C:2]([O:4][CH2:5][CH3:6])=[O:3].[N-]=[C:8]=[O:9].[N-]=C=[O:12].C1(CC2C=CC=CC=2)C=CC=CC=1, predict the reaction product. The product is: [C:8]([OH:9])(=[O:12])[CH:5]=[CH2:6].[NH2:1][C:2]([O:4][CH2:5][CH3:6])=[O:3]. (7) Given the reactants [F:1][C:2]1[CH:7]=[CH:6][C:5]([C:8]2[N:12]=[N:11][N:10]([CH3:13])[C:9]=2/[CH:14]=[CH:15]/[C:16]2[S:17][C:18]([C:22](O)=[O:23])=[C:19]([CH3:21])[N:20]=2)=[CH:4][CH:3]=1.[NH2:25][CH:26]1[CH2:31][CH2:30][O:29][CH2:28][CH2:27]1, predict the reaction product. The product is: [O:29]1[CH2:30][CH2:31][CH:26]([NH:25][C:22]([C:18]2[S:17][C:16](/[CH:15]=[CH:14]/[C:9]3[N:10]([CH3:13])[N:11]=[N:12][C:8]=3[C:5]3[CH:4]=[CH:3][C:2]([F:1])=[CH:7][CH:6]=3)=[N:20][C:19]=2[CH3:21])=[O:23])[CH2:27][CH2:28]1. (8) Given the reactants Cl[C:2]1[C:11]2[C:6](=[CH:7][C:8]([N+:12]([O-:14])=[O:13])=[CH:9][CH:10]=2)[N:5]=[CH:4][CH:3]=1.[C:15]([O:19][C:20]([N:22]1[CH2:27][CH2:26][NH:25][CH2:24][CH2:23]1)=[O:21])([CH3:18])([CH3:17])[CH3:16].N1CCNCC1, predict the reaction product. The product is: [C:15]([O:19][C:20]([N:22]1[CH2:27][CH2:26][N:25]([C:2]2[C:11]3[C:6](=[CH:7][C:8]([N+:12]([O-:14])=[O:13])=[CH:9][CH:10]=3)[N:5]=[CH:4][CH:3]=2)[CH2:24][CH2:23]1)=[O:21])([CH3:18])([CH3:16])[CH3:17]. (9) Given the reactants [CH3:1][C:2]1[CH:14]=[C:13]([C:15]2[CH2:19][C@:18]([C:24]3[CH:29]=[C:28]([Cl:30])[C:27]([Cl:31])=[C:26]([Cl:32])[CH:25]=3)([C:20]([F:23])([F:22])[F:21])[O:17][N:16]=2)[CH:12]=[CH:11][C:3]=1[C:4]([NH:6][CH:7]1[CH2:10][S:9][CH2:8]1)=[O:5].C1C=C(Cl)C=C(C(OO)=[O:41])C=1.[O-]S([O-])(=S)=O.[Na+].[Na+], predict the reaction product. The product is: [CH3:1][C:2]1[CH:14]=[C:13]([C:15]2[CH2:19][C@:18]([C:24]3[CH:29]=[C:28]([Cl:30])[C:27]([Cl:31])=[C:26]([Cl:32])[CH:25]=3)([C:20]([F:21])([F:22])[F:23])[O:17][N:16]=2)[CH:12]=[CH:11][C:3]=1[C:4]([NH:6][CH:7]1[CH2:8][S+:9]([O-:41])[CH2:10]1)=[O:5].